Dataset: Forward reaction prediction with 1.9M reactions from USPTO patents (1976-2016). Task: Predict the product of the given reaction. Given the reactants [C:1]([C:5]1[CH:12]=[CH:11][C:8]([CH2:9][OH:10])=[CH:7][CH:6]=1)([CH3:4])([CH3:3])[CH3:2].[CH2:13]([CH:15]1[O:17][CH2:16]1)Cl, predict the reaction product. The product is: [C:1]([C:5]1[CH:6]=[CH:7][C:8]([CH2:9][O:10][CH2:13][CH:15]2[CH2:16][O:17]2)=[CH:11][CH:12]=1)([CH3:4])([CH3:2])[CH3:3].